Dataset: Peptide-MHC class II binding affinity with 134,281 pairs from IEDB. Task: Regression. Given a peptide amino acid sequence and an MHC pseudo amino acid sequence, predict their binding affinity value. This is MHC class II binding data. (1) The peptide sequence is TSSTPEAVSLLCSDK. The MHC is DRB1_0401 with pseudo-sequence DRB1_0401. The binding affinity (normalized) is 0.399. (2) The peptide sequence is PTLLFLKVPAQNAIST. The MHC is DRB1_1101 with pseudo-sequence DRB1_1101. The binding affinity (normalized) is 0.640. (3) The MHC is DRB1_0901 with pseudo-sequence DRB1_0901. The peptide sequence is RGKVVLIDFWAYPCI. The binding affinity (normalized) is 0.385. (4) The peptide sequence is MPPELNTARLMAGAG. The MHC is HLA-DPA10201-DPB10101 with pseudo-sequence HLA-DPA10201-DPB10101. The binding affinity (normalized) is 0.287. (5) The peptide sequence is GLDVVDAVSNALIKS. The MHC is HLA-DQA10101-DQB10501 with pseudo-sequence HLA-DQA10101-DQB10501. The binding affinity (normalized) is 0.415. (6) The peptide sequence is GELPIVDKIDAAFKI. The MHC is DRB1_1501 with pseudo-sequence DRB1_1501. The binding affinity (normalized) is 0.491. (7) The peptide sequence is EKKYFAATNFEPLAA. The MHC is HLA-DPA10103-DPB10401 with pseudo-sequence HLA-DPA10103-DPB10401. The binding affinity (normalized) is 1.00. (8) The peptide sequence is VSGAAVVSGFVVASL. The MHC is HLA-DQA10501-DQB10201 with pseudo-sequence HLA-DQA10501-DQB10201. The binding affinity (normalized) is 0.519.